Dataset: Full USPTO retrosynthesis dataset with 1.9M reactions from patents (1976-2016). Task: Predict the reactants needed to synthesize the given product. The reactants are: I[C:2]1[CH:12]=[CH:11][C:5]([C:6]([O:8][CH2:9][CH3:10])=[O:7])=[CH:4][CH:3]=1.[N:13]1[CH:18]=[CH:17][CH:16]=[CH:15][C:14]=1[O-:19].C([N+](CCCC)(CCCC)CCCC)CCC. Given the product [O:19]=[C:14]1[CH:15]=[CH:16][CH:17]=[CH:18][N:13]1[C:2]1[CH:12]=[CH:11][C:5]([C:6]([O:8][CH2:9][CH3:10])=[O:7])=[CH:4][CH:3]=1, predict the reactants needed to synthesize it.